From a dataset of Reaction yield outcomes from USPTO patents with 853,638 reactions. Predict the reaction yield, written as a fraction of the theoretical maximum amount of product (1.0 means a 100% yield; for example, 0.34 means a 34% yield). (1) The reactants are F[C:2]1[CH:7]=[C:6]([C:8]([F:11])([F:10])[F:9])[CH:5]=[C:4]([N+:12]([O-:14])=[O:13])[CH:3]=1.[O:15]1[CH2:20][CH2:19][N:18]([CH2:21][CH2:22][OH:23])[CH2:17][CH2:16]1.C([O-])([O-])=O.[K+].[K+]. The catalyst is CN(C=O)C. The product is [N+:12]([C:4]1[CH:3]=[C:2]([CH:7]=[C:6]([C:8]([F:11])([F:10])[F:9])[CH:5]=1)[O:23][CH2:22][CH2:21][N:18]1[CH2:19][CH2:20][O:15][CH2:16][CH2:17]1)([O-:14])=[O:13]. The yield is 0.465. (2) The reactants are [CH2:1]([O:3][C:4]1[CH:5]=[C:6]([C:20]2[CH:25]=[CH:24][C:23]([CH2:26][C:27]([OH:29])=O)=[C:22]([F:30])[CH:21]=2)[CH:7]=[N:8][C:9]=1[O:10][CH2:11][C:12]1[CH:17]=[CH:16][C:15]([O:18][CH3:19])=[CH:14][CH:13]=1)[CH3:2].[CH3:31][N:32]([CH3:47])[CH2:33][CH2:34][O:35][C:36]1[CH:37]=[C:38]([CH:40]=[C:41]([C:43]([F:46])([F:45])[F:44])[CH:42]=1)[NH2:39].C(P1(=O)OP(CCC)(=O)OP(CCC)(=O)O1)CC. The catalyst is N1C=CC=CC=1. The product is [CH3:31][N:32]([CH3:47])[CH2:33][CH2:34][O:35][C:36]1[CH:37]=[C:38]([NH:39][C:27](=[O:29])[CH2:26][C:23]2[CH:24]=[CH:25][C:20]([C:6]3[CH:7]=[N:8][C:9]([O:10][CH2:11][C:12]4[CH:17]=[CH:16][C:15]([O:18][CH3:19])=[CH:14][CH:13]=4)=[C:4]([O:3][CH2:1][CH3:2])[CH:5]=3)=[CH:21][C:22]=2[F:30])[CH:40]=[C:41]([C:43]([F:44])([F:45])[F:46])[CH:42]=1. The yield is 0.641. (3) The reactants are [C:1]([C:3]1[CH:8]=[CH:7][C:6](B(O)O)=[CH:5][CH:4]=1)#[N:2].[C:12]([O:16][C:17](=[O:26])[NH:18][C:19]1[CH:24]=[CH:23][CH:22]=[C:21](Br)[CH:20]=1)([CH3:15])([CH3:14])[CH3:13].C([O-])([O-])=O.[K+].[K+]. The catalyst is CN(C=O)C.O.C1C=CC([P]([Pd]([P](C2C=CC=CC=2)(C2C=CC=CC=2)C2C=CC=CC=2)([P](C2C=CC=CC=2)(C2C=CC=CC=2)C2C=CC=CC=2)[P](C2C=CC=CC=2)(C2C=CC=CC=2)C2C=CC=CC=2)(C2C=CC=CC=2)C2C=CC=CC=2)=CC=1. The product is [C:12]([O:16][C:17](=[O:26])[NH:18][C:19]1[CH:24]=[C:23]([C:6]2[CH:7]=[CH:8][C:3]([C:1]#[N:2])=[CH:4][CH:5]=2)[CH:22]=[CH:21][CH:20]=1)([CH3:15])([CH3:13])[CH3:14]. The yield is 0.590. (4) The reactants are [N:1]1[CH:6]=[CH:5][C:4]([C:7]2[CH:16]=[CH:15][CH:14]=[C:13]3[C:8]=2[CH2:9][CH2:10][NH:11][CH2:12]3)=[CH:3][CH:2]=1. The catalyst is O=[Mn]=O. The product is [N:1]1[CH:6]=[CH:5][C:4]([C:7]2[CH:16]=[CH:15][CH:14]=[C:13]3[C:8]=2[CH2:9][CH2:10][N:11]=[CH:12]3)=[CH:3][CH:2]=1. The yield is 0.800. (5) The reactants are [CH3:1][N:2]1[CH2:7][CH2:6][NH:5][C@@H:4]([CH2:8][OH:9])[CH2:3]1.[Cl:10][C:11]1[CH:12]=[C:13]([NH:25][C:26]2[C:35]3[C:30](=[CH:31][CH:32]=[CH:33][C:34]=3F)[N:29]=[CH:28][N:27]=2)[CH:14]=[CH:15][C:16]=1[O:17][CH2:18][C:19]1[CH:24]=[CH:23][CH:22]=[CH:21][N:20]=1. No catalyst specified. The product is [Cl:10][C:11]1[CH:12]=[C:13]([NH:25][C:26]2[C:35]3[C:30](=[CH:31][CH:32]=[CH:33][C:34]=3[O:9][CH2:8][C@H:4]3[CH2:3][N:2]([CH3:1])[CH2:7][CH2:6][NH:5]3)[N:29]=[CH:28][N:27]=2)[CH:14]=[CH:15][C:16]=1[O:17][CH2:18][C:19]1[CH:24]=[CH:23][CH:22]=[CH:21][N:20]=1. The yield is 0.510. (6) The reactants are [CH2:1]([O:8][C:9]1[C:14]([CH2:15][N:16]2[CH2:25][CH2:24][C:23]3[C:18](=[C:19]([Cl:42])[C:20]([CH:27]([OH:41])[CH:28]4[CH2:33][CH2:32][N:31]([C:34]([O:36][C:37]([CH3:40])([CH3:39])[CH3:38])=[O:35])[CH2:30][CH2:29]4)=[CH:21][C:22]=3[Cl:26])[C:17]2=[O:43])=[C:13]([CH3:44])[CH:12]=[C:11]([CH3:45])[N:10]=1)[C:2]1[CH:7]=[CH:6][CH:5]=[CH:4][CH:3]=1.IC.[CH3:48]C(C)([O-])C.[K+]. The catalyst is C1COCC1. The product is [CH2:1]([O:8][C:9]1[C:14]([CH2:15][N:16]2[CH2:25][CH2:24][C:23]3[C:18](=[C:19]([Cl:42])[C:20]([CH:27]([O:41][CH3:48])[CH:28]4[CH2:29][CH2:30][N:31]([C:34]([O:36][C:37]([CH3:39])([CH3:40])[CH3:38])=[O:35])[CH2:32][CH2:33]4)=[CH:21][C:22]=3[Cl:26])[C:17]2=[O:43])=[C:13]([CH3:44])[CH:12]=[C:11]([CH3:45])[N:10]=1)[C:2]1[CH:3]=[CH:4][CH:5]=[CH:6][CH:7]=1. The yield is 1.00. (7) The reactants are Cl[C:2]1[C:7]([CH3:8])=[CH:6][C:5]([N+:9]([O-:11])=[O:10])=[CH:4][N:3]=1.[CH3:12][O-:13].[Na+]. The catalyst is CO. The product is [CH3:12][O:13][C:2]1[C:7]([CH3:8])=[CH:6][C:5]([N+:9]([O-:11])=[O:10])=[CH:4][N:3]=1. The yield is 0.970.